This data is from Reaction yield outcomes from USPTO patents with 853,638 reactions. The task is: Predict the reaction yield, written as a fraction of the theoretical maximum amount of product (1.0 means a 100% yield; for example, 0.34 means a 34% yield). (1) The product is [C:34]([O:38][C:31](=[O:33])[NH:28][C:3]1[CH:4]=[CH:5][S:1][CH:2]=1)([CH3:37])([CH3:36])[CH3:35]. The yield is 0.860. The reactants are [S:1]1[CH:5]=[CH:4][C:3](C(O)=O)=[CH:2]1.C1(P(N=[N+]=[N-])(C2C=CC=CC=2)=O)C=CC=CC=1.C([N:28]([CH2:31]C)CC)C.[OH2:33].[C:34]([OH:38])([CH3:37])([CH3:36])[CH3:35]. No catalyst specified. (2) The reactants are [CH3:1][CH:2]([C:22](=[O:25])[CH2:23][CH3:24])[C:3]([O:5][CH2:6][C:7]1[C:12]([CH:13]([CH3:15])[CH3:14])=[CH:11][C:10]([CH:16]([CH3:18])[CH3:17])=[CH:9][C:8]=1[CH:19]([CH3:21])[CH3:20])=[O:4].[B-](F)(F)(F)[F:27].[B-](F)(F)(F)F.C1[N+]2(CCl)CC[N+](F)(CC2)C1. The catalyst is O. The product is [F:27][C:2]([CH3:1])([C:22](=[O:25])[CH2:23][CH3:24])[C:3]([O:5][CH2:6][C:7]1[C:12]([CH:13]([CH3:14])[CH3:15])=[CH:11][C:10]([CH:16]([CH3:17])[CH3:18])=[CH:9][C:8]=1[CH:19]([CH3:21])[CH3:20])=[O:4]. The yield is 0.890. (3) The reactants are C([O:3][C:4]([C:6]1[NH:7][C:8]2[C:13]([C:14]=1[C:15]1[CH:20]=[CH:19][CH:18]=[C:17]([CH3:21])[CH:16]=1)=[CH:12][C:11]([NH:22][S:23]([C:26]1[CH:31]=[CH:30][C:29]([C:32]([CH3:35])([CH3:34])[CH3:33])=[CH:28][CH:27]=1)(=[O:25])=[O:24])=[CH:10][CH:9]=2)=[O:5])C.[OH-].[Na+]. The catalyst is C(O)C.O. The product is [C:32]([C:29]1[CH:28]=[CH:27][C:26]([S:23]([NH:22][C:11]2[CH:12]=[C:13]3[C:8](=[CH:9][CH:10]=2)[NH:7][C:6]([C:4]([OH:5])=[O:3])=[C:14]3[C:15]2[CH:20]=[CH:19][CH:18]=[C:17]([CH3:21])[CH:16]=2)(=[O:24])=[O:25])=[CH:31][CH:30]=1)([CH3:35])([CH3:34])[CH3:33]. The yield is 0.970. (4) The reactants are [CH3:1][C:2]1[S:3][CH:4]=[CH:5][C:6]=1[C:7]#[N:8].[Br:9]N1C(=O)CCC1=O.C(OOC(=O)C1C=CC=CC=1)(=O)C1C=CC=CC=1. The catalyst is C1C=CC=CC=1.CCOC(C)=O. The product is [Br:9][CH2:1][C:2]1[S:3][CH:4]=[CH:5][C:6]=1[C:7]#[N:8]. The yield is 0.460. (5) The reactants are [OH:1][C:2]1[CH:12]=[CH:11][C:5]2[C:6](=[O:10])[CH:7]=[CH:8][O:9][C:4]=2[CH:3]=1.C(N(CC)CC)C.C1(N([S:27]([C:30]([F:33])([F:32])[F:31])(=[O:29])=[O:28])[S:27]([C:30]([F:33])([F:32])[F:31])(=[O:29])=[O:28])C=CC=CC=1. The catalyst is C(#N)C. The product is [F:31][C:30]([F:33])([F:32])[S:27]([O:1][C:2]1[CH:12]=[CH:11][C:5]2[C:6](=[O:10])[CH:7]=[CH:8][O:9][C:4]=2[CH:3]=1)(=[O:29])=[O:28]. The yield is 0.690. (6) The reactants are [C:1]([C:3]1[CH:8]=[CH:7][CH:6]=[CH:5][C:4]=1[C:9]1[CH:14]=[CH:13][C:12]([CH2:15][C:16]2[C:17](=[O:39])[N:18]([C@H:28]3[CH2:33][CH2:32][C@H:31]([O:34][CH2:35][C:36](O)=[O:37])[CH2:30][CH2:29]3)[C:19]3[N:20]([N:25]=[CH:26][N:27]=3)[C:21]=2[CH2:22][CH2:23][CH3:24])=[CH:11][CH:10]=1)#[N:2].[C:40]([NH:43][NH2:44])(=[O:42])[CH3:41].Cl.C(N=C=NCCCN(C)C)C.ON1C2C=CC=CC=2N=N1. The catalyst is O.C(OCC)(=O)C.CN(C=O)C. The product is [C:40]([NH:43][NH:44][C:36](=[O:37])[CH2:35][O:34][C@H:31]1[CH2:32][CH2:33][C@H:28]([N:18]2[C:17](=[O:39])[C:16]([CH2:15][C:12]3[CH:13]=[CH:14][C:9]([C:4]4[CH:5]=[CH:6][CH:7]=[CH:8][C:3]=4[C:1]#[N:2])=[CH:10][CH:11]=3)=[C:21]([CH2:22][CH2:23][CH3:24])[N:20]3[N:25]=[CH:26][N:27]=[C:19]23)[CH2:29][CH2:30]1)(=[O:42])[CH3:41]. The yield is 0.760.